From a dataset of Full USPTO retrosynthesis dataset with 1.9M reactions from patents (1976-2016). Predict the reactants needed to synthesize the given product. (1) Given the product [Si:10]([O:11][CH2:12][C:13]#[C:14][C:19](=[O:20])[C:18]([F:25])([F:24])[F:17])([C:6]([CH3:8])([CH3:9])[CH3:7])([CH3:15])[CH3:16], predict the reactants needed to synthesize it. The reactants are: [Li]CCCC.[C:6]([Si:10]([CH3:16])([CH3:15])[O:11][CH2:12][C:13]#[CH:14])([CH3:9])([CH3:8])[CH3:7].[F:17][C:18]([F:25])([F:24])[C:19](OCC)=[O:20].C(O)(=O)CC(CC(O)=O)(C(O)=O)O. (2) Given the product [NH:1]1[C:9]2[C:4](=[CH:5][CH:6]=[CH:7][CH:8]=2)[C:3]([CH2:10][CH2:11][NH:25][C@@H:16]([CH2:17][CH2:18][CH2:19][CH2:20][CH2:21][C:22](=[O:24])[CH3:23])[C:15]([NH:26][CH2:27][CH2:28][C:29]2[C:37]3[C:32](=[CH:33][CH:34]=[CH:35][CH:36]=3)[NH:31][C:30]=2[C:38]2[CH:39]=[CH:40][CH:41]=[CH:42][CH:43]=2)=[O:14])=[CH:2]1, predict the reactants needed to synthesize it. The reactants are: [NH:1]1[C:9]2[C:4](=[CH:5][CH:6]=[CH:7][CH:8]=2)[C:3]([CH2:10][CH:11]=O)=[CH:2]1.[Cl-].[O:14]=[C:15]([NH:26][CH2:27][CH2:28][C:29]1[C:37]2[C:32](=[CH:33][CH:34]=[CH:35][CH:36]=2)[NH:31][C:30]=1[C:38]1[CH:43]=[CH:42][CH:41]=[CH:40][CH:39]=1)[C@@H:16]([NH3+:25])[CH2:17][CH2:18][CH2:19][CH2:20][CH2:21][C:22](=[O:24])[CH3:23]. (3) Given the product [NH:13]1[C:14]2[C:19](=[CH:18][CH:17]=[CH:16][CH:15]=2)[C:11]([C:8](=[N:21][OH:22])[CH3:9])=[CH:12]1, predict the reactants needed to synthesize it. The reactants are: C(N(CC)CC)C.[C:8]([C:11]1[C:19]2[C:14](=[CH:15][CH:16]=[CH:17][CH:18]=2)[NH:13][CH:12]=1)(=O)[CH3:9].Cl.[NH2:21][OH:22]. (4) Given the product [F:38][C:2]([F:1])([F:37])[C:3]1[CH:4]=[C:5]([C@H:13]([O:15][C@H:16]2[CH2:20][N:19]([C:21]([O:23][C:24]([CH3:25])([CH3:27])[CH3:26])=[O:22])[C@@H:18]([C:28]([OH:39])=[O:29])[C@@H:17]2[C:30]2[CH:35]=[CH:34][C:33]([F:36])=[CH:32][CH:31]=2)[CH3:14])[CH:6]=[C:7]([C:9]([F:10])([F:11])[F:12])[CH:8]=1, predict the reactants needed to synthesize it. The reactants are: [F:1][C:2]([F:38])([F:37])[C:3]1[CH:4]=[C:5]([C@H:13]([O:15][C@H:16]2[CH2:20][N:19]([C:21]([O:23][C:24]([CH3:27])([CH3:26])[CH3:25])=[O:22])[C@@H:18]([CH:28]=[O:29])[C@@H:17]2[C:30]2[CH:35]=[CH:34][C:33]([F:36])=[CH:32][CH:31]=2)[CH3:14])[CH:6]=[C:7]([C:9]([F:12])([F:11])[F:10])[CH:8]=1.[O-:39]Cl=O.[Na+]. (5) Given the product [CH3:9][C:2]([CH3:1])([CH3:10])[CH2:3][C:4](=[O:8])[C:5]([NH:15][C:16]1[CH:17]=[CH:18][C:19]2[C:24](=[O:25])[O:23][N:22]=[C:21]([CH3:26])[C:20]=2[CH:27]=1)=[O:7], predict the reactants needed to synthesize it. The reactants are: [CH3:1][C:2]([CH3:10])([CH3:9])[CH2:3][C:4](=[O:8])[C:5]([OH:7])=O.S(Cl)(Cl)=O.[NH2:15][C:16]1[CH:17]=[CH:18][C:19]2[C:24](=[O:25])[O:23][N:22]=[C:21]([CH3:26])[C:20]=2[CH:27]=1. (6) Given the product [CH3:1][C:2]1[N:6]([C:7]2[CH:8]=[CH:9][CH:10]=[CH:11][CH:12]=2)[N:5]=[CH:4][C:3]=1[C:13]([N:33]1[C:30]2[CH:31]=[C:32]3[C:27]([CH:26]=[CH:25][N:24]=[C:23]3[N:20]3[CH2:19][CH2:18][N:17]([CH3:16])[CH2:22][CH2:21]3)=[CH:28][C:29]=2[CH2:35][CH2:34]1)=[O:15], predict the reactants needed to synthesize it. The reactants are: [CH3:1][C:2]1[N:6]([C:7]2[CH:12]=[CH:11][CH:10]=[CH:9][CH:8]=2)[N:5]=[CH:4][C:3]=1[C:13]([OH:15])=O.[CH3:16][N:17]1[CH2:22][CH2:21][N:20]([C:23]2[C:32]3[C:27](=[CH:28][C:29]4[CH2:35][CH2:34][NH:33][C:30]=4[CH:31]=3)[CH:26]=[CH:25][N:24]=2)[CH2:19][CH2:18]1. (7) Given the product [C:21]([Si:24]([CH3:26])([CH3:25])[O:10][CH2:9][CH2:8][NH:7][CH2:6][C:5]1[CH:4]=[CH:3][C:2]([F:1])=[CH:12][CH:11]=1)([CH3:23])([CH3:22])[CH3:20], predict the reactants needed to synthesize it. The reactants are: [F:1][C:2]1[CH:12]=[CH:11][C:5]([CH2:6][NH:7][CH2:8][CH2:9][OH:10])=[CH:4][CH:3]=1.C(N(CC)CC)C.[CH3:20][C:21]([Si:24](Cl)([CH3:26])[CH3:25])([CH3:23])[CH3:22]. (8) Given the product [CH3:3][C:4]1[CH:11]=[CH:10][C:7]([CH2:8][NH:9][CH:19]2[CH2:20][CH2:21][N:16]([C:14](=[O:15])[C:13]([F:12])([F:23])[F:24])[CH2:17][CH2:18]2)=[CH:6][CH:5]=1, predict the reactants needed to synthesize it. The reactants are: CO.[CH3:3][C:4]1[CH:11]=[CH:10][C:7]([CH2:8][NH2:9])=[CH:6][CH:5]=1.[F:12][C:13]([F:24])([F:23])[C:14]([N:16]1[CH2:21][CH2:20][C:19](=O)[CH2:18][CH2:17]1)=[O:15].[BH3-]C#N.[Na+]. (9) Given the product [CH3:1][CH2:2][CH2:3][C@H:4]([NH:10][C@H:11]([C:13]([N:15]1[C@H:23]([C:24]([OH:26])=[O:25])[CH2:22][C@H:21]2[C@@H:16]1[CH2:17][CH2:18][CH2:19][CH2:20]2)=[O:14])[CH3:12])[C:5]([O:7][CH2:8][CH3:9])=[O:6], predict the reactants needed to synthesize it. The reactants are: [CH3:1][CH2:2][CH2:3][C@H:4]([NH:10][C@H:11]([C:13]([N:15]1[C@@H:23]([C:24]([O:26]CC2C=CC=CC=2)=[O:25])[CH2:22][C@H:21]2[C@@H:16]1[CH2:17][CH2:18][CH2:19][CH2:20]2)=[O:14])[CH3:12])[C:5]([O:7][CH2:8][CH3:9])=[O:6].O.